From a dataset of Forward reaction prediction with 1.9M reactions from USPTO patents (1976-2016). Predict the product of the given reaction. (1) Given the reactants [CH3:1][O:2][C:3](=[O:24])[CH2:4][CH2:5][C:6]([CH2:8][NH:9][C:10]([C@@H:12]1[CH2:16][CH2:15][CH2:14][N:13]1[C:17]([O:19][C:20]([CH3:23])([CH3:22])[CH3:21])=[O:18])=O)=O.COC1C=CC(P2(SP(C3C=CC(OC)=CC=3)(=S)S2)=[S:34])=CC=1.O, predict the reaction product. The product is: [CH3:1][O:2][C:3](=[O:24])[CH2:4][CH2:5][C:6]1[S:34][C:10]([C@@H:12]2[CH2:16][CH2:15][CH2:14][N:13]2[C:17]([O:19][C:20]([CH3:23])([CH3:22])[CH3:21])=[O:18])=[N:9][CH:8]=1. (2) Given the reactants [CH3:1][C:2]1([CH2:15][C:16]([O:18][CH2:19][CH3:20])=[O:17])[C:10]2[C:5](=[CH:6][CH:7]=[CH:8][C:9]=2[N+:11]([O-:13])=[O:12])[NH:4][C:3]1=O.COC1C=CC(P2(SP(C3C=CC(OC)=CC=3)(=S)S2)=[S:30])=CC=1, predict the reaction product. The product is: [CH3:1][C:2]1([CH2:15][C:16]([O:18][CH2:19][CH3:20])=[O:17])[C:10]2[C:5](=[CH:6][CH:7]=[CH:8][C:9]=2[N+:11]([O-:13])=[O:12])[NH:4][C:3]1=[S:30]. (3) The product is: [F:39][C:38]1[CH:37]=[CH:36][C:24]([CH2:25][C:26]2([C:29]([O:31][C:32]([CH3:35])([CH3:33])[CH3:34])=[O:30])[CH2:28][CH2:27]2)=[CH:23][C:22]=1[NH:21][C:19](=[O:20])[C@H:12]([CH:13]([C:15]([F:18])([F:17])[F:16])[CH3:14])[NH2:11]. Given the reactants C(OC([NH:11][C@H:12]([C:19]([NH:21][C:22]1[CH:23]=[C:24]([CH:36]=[CH:37][C:38]=1[F:39])[CH2:25][C:26]1([C:29]([O:31][C:32]([CH3:35])([CH3:34])[CH3:33])=[O:30])[CH2:28][CH2:27]1)=[O:20])[CH:13]([C:15]([F:18])([F:17])[F:16])[CH3:14])=O)C1C=CC=CC=1, predict the reaction product. (4) Given the reactants [CH:1]1([S:6]([C:9]2[CH:14]=[CH:13][C:12](Br)=[CH:11][CH:10]=2)(=[O:8])=[O:7])[CH2:5][CH2:4][CH2:3][CH2:2]1.C(N(CC)C(C)C)(C)C.[Br:25][CH2:26][CH2:27][CH2:28][CH2:29][CH2:30][CH2:31][O:32][CH2:33][CH2:34][C:35]#[CH:36], predict the reaction product. The product is: [Br:25][CH2:26][CH2:27][CH2:28][CH2:29][CH2:30][CH2:31][O:32][CH2:33][CH2:34][C:35]#[C:36][C:12]1[CH:13]=[CH:14][C:9]([S:6]([CH:1]2[CH2:5][CH2:4][CH2:3][CH2:2]2)(=[O:8])=[O:7])=[CH:10][CH:11]=1. (5) The product is: [Br-:15].[CH2:1]([N:5]([C:9]1[CH:14]=[CH:13][CH:12]=[CH:11][CH:10]=1)[C:6]([O:16][C@@H:17]1[CH:22]2[CH2:21][CH2:20][N+:19]([CH2:25][CH:26]=[CH:27][C:28]3[CH:29]=[CH:30][CH:31]=[CH:32][CH:33]=3)([CH2:24][CH2:23]2)[CH2:18]1)=[O:7])[CH2:2][CH2:3][CH3:4]. Given the reactants [CH2:1]([N:5]([C:9]1[CH:14]=[CH:13][CH:12]=[CH:11][CH:10]=1)[C:6](Cl)=[O:7])[CH2:2][CH2:3][CH3:4].[Br-:15].[OH:16][C@@H:17]1[CH:22]2[CH2:23][CH2:24][N+:19]([CH2:25][CH:26]=[CH:27][C:28]3[CH:33]=[CH:32][CH:31]=[CH:30][CH:29]=3)([CH2:20][CH2:21]2)[CH2:18]1, predict the reaction product. (6) Given the reactants [C:1]([NH:4][NH:5][C:6](=[O:37])[C:7]1[CH:12]=[CH:11][C:10]([O:13][C:14]2[CH:19]=[C:18]([C:20]3[NH:21][C:22]([C:25]4[S:26][CH:27]=[CH:28][N:29]=4)=[CH:23][CH:24]=3)[CH:17]=[C:16]([O:30][C@@H:31]([CH3:35])[CH2:32][O:33][CH3:34])[CH:15]=2)=[C:9]([F:36])[CH:8]=1)(=O)[CH3:2].C(N(CC)CC)C, predict the reaction product. The product is: [F:36][C:9]1[CH:8]=[C:7]([C:6]2[O:37][C:1]([CH3:2])=[N:4][N:5]=2)[CH:12]=[CH:11][C:10]=1[O:13][C:14]1[CH:19]=[C:18]([C:20]2[NH:21][C:22]([C:25]3[S:26][CH:27]=[CH:28][N:29]=3)=[CH:23][CH:24]=2)[CH:17]=[C:16]([O:30][C@@H:31]([CH3:35])[CH2:32][O:33][CH3:34])[CH:15]=1. (7) Given the reactants [CH:1](=O)[C:2]1[CH:7]=[CH:6][C:5]([O:8][CH3:9])=[CH:4][CH:3]=1.[CH2:11]([SH:15])[CH2:12][CH2:13][SH:14].Cl, predict the reaction product. The product is: [CH3:9][O:8][C:5]1[CH:6]=[CH:7][C:2]([CH:1]2[S:15][CH2:11][CH2:12][CH2:13][S:14]2)=[CH:3][CH:4]=1. (8) The product is: [CH:18]1([C:16]([NH:15][C:13]2[N:14]=[C:9]3[CH:8]=[CH:7][C:6]([O:5][C:4]4[CH:21]=[CH:22][C:23]([CH3:24])=[C:2]([NH:1][C:32]([C:28]5[C:29]([CH3:31])=[CH:30][N:26]([CH3:25])[N:27]=5)=[O:33])[CH:3]=4)=[N:11][N:10]3[CH:12]=2)=[O:17])[CH2:20][CH2:19]1. Given the reactants [NH2:1][C:2]1[CH:3]=[C:4]([CH:21]=[CH:22][C:23]=1[CH3:24])[O:5][C:6]1[CH:7]=[CH:8][C:9]2[N:10]([CH:12]=[C:13]([NH:15][C:16]([CH:18]3[CH2:20][CH2:19]3)=[O:17])[N:14]=2)[N:11]=1.[CH3:25][N:26]1[CH:30]=[C:29]([CH3:31])[C:28]([C:32](O)=[O:33])=[N:27]1.S(Cl)(Cl)=O, predict the reaction product. (9) Given the reactants [ClH:1].Cl.[NH2:3][CH2:4][CH2:5][C:6]1[N:10]=[CH:9][NH:8][CH:7]=1.[OH-].[Na+].[CH:13]1[CH:18]=[CH:17][C:16]([CH2:19][CH:20]=O)=[CH:15][CH:14]=1.Cl.CC(O)C, predict the reaction product. The product is: [ClH:1].[ClH:1].[CH2:19]([CH:20]1[C:7]2[N:8]=[CH:9][NH:10][C:6]=2[CH2:5][CH2:4][NH:3]1)[C:16]1[CH:17]=[CH:18][CH:13]=[CH:14][CH:15]=1. (10) Given the reactants O=P12OP3(OP(OP(O3)(O1)=O)(=O)O2)=O.[CH3:15][C:16](=[O:21])[CH2:17][CH2:18][CH2:19][CH3:20].[C:22]1(=O)[CH2:27]CCC=[CH:23]1.F[C:30](F)(F)S(O)(=O)=O.[CH3:37][CH2:38]N(CC)CC, predict the reaction product. The product is: [CH3:30][C:20]1[CH:15]2[CH2:37][CH2:38][CH:18]([CH2:17][C:16]2=[O:21])[C:19]=1[CH2:23][CH2:22][CH3:27].